Dataset: Catalyst prediction with 721,799 reactions and 888 catalyst types from USPTO. Task: Predict which catalyst facilitates the given reaction. (1) Reactant: [CH3:1][N:2]1[CH:7]=[C:6]([C:8](OCC)=[O:9])[C:5](=[O:13])[C:4]2[CH:14]=[C:15]([CH2:17][N:18]3[CH2:23][CH2:22][O:21][CH2:20][CH2:19]3)[S:16][C:3]1=2.[F:24][C:25]1[CH:32]=[CH:31][C:28]([CH2:29][NH2:30])=[CH:27][CH:26]=1. Product: [F:24][C:25]1[CH:32]=[CH:31][C:28]([CH2:29][NH:30][C:8]([C:6]2[C:5](=[O:13])[C:4]3[CH:14]=[C:15]([CH2:17][N:18]4[CH2:19][CH2:20][O:21][CH2:22][CH2:23]4)[S:16][C:3]=3[N:2]([CH3:1])[CH:7]=2)=[O:9])=[CH:27][CH:26]=1. The catalyst class is: 11. (2) Reactant: [N:1]1([CH2:14][C:15]2[N:19](C(OC(C)(C)C)=O)[C:18]3[CH:27]=[CH:28][CH:29]=[CH:30][C:17]=3[N:16]=2)[C@@H:13]2[C@H:4]([CH2:5][CH2:6][C:7]3[CH:8]=[CH:9][CH:10]=[N:11][C:12]=32)[CH2:3][CH2:2]1.FC(F)(F)C(O)=O. Product: [NH:16]1[C:17]2[CH:30]=[CH:29][CH:28]=[CH:27][C:18]=2[N:19]=[C:15]1[CH2:14][N:1]1[C@@H:13]2[C@H:4]([CH2:5][CH2:6][C:7]3[CH:8]=[CH:9][CH:10]=[N:11][C:12]=32)[CH2:3][CH2:2]1. The catalyst class is: 4. (3) Reactant: O[CH2:2][CH2:3][NH:4][C:5](=[O:31])[C:6]1[CH:11]=[CH:10][C:9]([C:12]2[C:16]([S:17][C:18]3[CH:23]=[CH:22][C:21]([Cl:24])=[CH:20][CH:19]=3)=[CH:15][N:14]([C:25]3[CH:30]=[CH:29][CH:28]=[CH:27][CH:26]=3)[N:13]=2)=[CH:8][CH:7]=1.S(Cl)([Cl:34])=O. Product: [Cl:34][CH2:2][CH2:3][NH:4][C:5](=[O:31])[C:6]1[CH:7]=[CH:8][C:9]([C:12]2[C:16]([S:17][C:18]3[CH:19]=[CH:20][C:21]([Cl:24])=[CH:22][CH:23]=3)=[CH:15][N:14]([C:25]3[CH:26]=[CH:27][CH:28]=[CH:29][CH:30]=3)[N:13]=2)=[CH:10][CH:11]=1. The catalyst class is: 794.